This data is from NCI-60 drug combinations with 297,098 pairs across 59 cell lines. The task is: Regression. Given two drug SMILES strings and cell line genomic features, predict the synergy score measuring deviation from expected non-interaction effect. (1) Drug 1: CC(C1=C(C=CC(=C1Cl)F)Cl)OC2=C(N=CC(=C2)C3=CN(N=C3)C4CCNCC4)N. Drug 2: C1=NNC2=C1C(=O)NC=N2. Cell line: M14. Synergy scores: CSS=-1.82, Synergy_ZIP=3.79, Synergy_Bliss=3.87, Synergy_Loewe=0.340, Synergy_HSA=0.398. (2) Drug 1: C1=CC(=CC=C1C#N)C(C2=CC=C(C=C2)C#N)N3C=NC=N3. Drug 2: CC1=CC=C(C=C1)C2=CC(=NN2C3=CC=C(C=C3)S(=O)(=O)N)C(F)(F)F. Cell line: OVCAR-5. Synergy scores: CSS=8.98, Synergy_ZIP=10.7, Synergy_Bliss=11.4, Synergy_Loewe=11.0, Synergy_HSA=9.34. (3) Drug 1: CNC(=O)C1=CC=CC=C1SC2=CC3=C(C=C2)C(=NN3)C=CC4=CC=CC=N4. Drug 2: C1=NC2=C(N=C(N=C2N1C3C(C(C(O3)CO)O)O)F)N. Cell line: OVCAR-4. Synergy scores: CSS=-2.34, Synergy_ZIP=-0.397, Synergy_Bliss=-3.39, Synergy_Loewe=-6.01, Synergy_HSA=-4.85. (4) Drug 1: CC1=C(C(CCC1)(C)C)C=CC(=CC=CC(=CC(=O)O)C)C. Drug 2: B(C(CC(C)C)NC(=O)C(CC1=CC=CC=C1)NC(=O)C2=NC=CN=C2)(O)O. Cell line: UACC62. Synergy scores: CSS=43.3, Synergy_ZIP=-2.43, Synergy_Bliss=-3.37, Synergy_Loewe=-40.8, Synergy_HSA=-1.42. (5) Drug 1: CC1=C2C(C(=O)C3(C(CC4C(C3C(C(C2(C)C)(CC1OC(=O)C(C(C5=CC=CC=C5)NC(=O)OC(C)(C)C)O)O)OC(=O)C6=CC=CC=C6)(CO4)OC(=O)C)O)C)O. Drug 2: C1CN1C2=NC(=NC(=N2)N3CC3)N4CC4. Cell line: SK-MEL-5. Synergy scores: CSS=42.2, Synergy_ZIP=-2.37, Synergy_Bliss=0.0641, Synergy_Loewe=4.94, Synergy_HSA=5.36.